This data is from Full USPTO retrosynthesis dataset with 1.9M reactions from patents (1976-2016). The task is: Predict the reactants needed to synthesize the given product. (1) Given the product [OH:25][B:22]1[C:21]2[CH:26]=[C:17]([NH:16][S:9]([C:6]3[CH:7]=[CH:8][C:3]([O:2][CH3:1])=[CH:4][C:5]=3[N+:13]([O-:15])=[O:14])(=[O:11])=[O:10])[CH:18]=[CH:19][C:20]=2[CH2:24][O:23]1, predict the reactants needed to synthesize it. The reactants are: [CH3:1][O:2][C:3]1[CH:8]=[CH:7][C:6]([S:9](Cl)(=[O:11])=[O:10])=[C:5]([N+:13]([O-:15])=[O:14])[CH:4]=1.[NH2:16][C:17]1[CH:18]=[CH:19][C:20]2[CH2:24][O:23][B:22]([OH:25])[C:21]=2[CH:26]=1.C(N(CC)CC)C.C(OCC)(=O)C. (2) Given the product [CH3:1][O:2][C:3]([C:5]1[S:9][C:8]2[CH:10]=[C:11]([C:14](=[O:16])[NH:49][C:50]3[N:54]([CH3:55])[N:53]=[C:52]([C:56]4[CH:61]=[CH:60][CH:59]=[CH:58][CH:57]=4)[CH:51]=3)[CH:12]=[CH:13][C:7]=2[C:6]=1[O:17][CH2:18][C:19]([O:21][CH3:22])=[O:20])=[O:4], predict the reactants needed to synthesize it. The reactants are: [CH3:1][O:2][C:3]([C:5]1[S:9][C:8]2[CH:10]=[C:11]([C:14]([OH:16])=O)[CH:12]=[CH:13][C:7]=2[C:6]=1[O:17][CH2:18][C:19]([O:21][CH3:22])=[O:20])=[O:4].S(Cl)(Cl)=O.COC(C1SC2C=C(C(Cl)=O)C=C(OC)C=2C=1C(OC)=O)=O.[NH2:49][C:50]1[N:54]([CH3:55])[N:53]=[C:52]([C:56]2[CH:61]=[CH:60][CH:59]=[CH:58][CH:57]=2)[CH:51]=1.N1C=CC=CC=1. (3) Given the product [C:2]([C@@H:3]([NH:19][C:20]([C:22]1([NH:28][C:29](=[O:35])[O:30][C:31]([CH3:33])([CH3:32])[CH3:34])[CH2:27][CH2:26][O:25][CH2:24][CH2:23]1)=[O:21])[CH2:4][C:5]1[CH:10]=[CH:9][C:8]([C:11]2[CH:12]=[CH:13][C:14]([C:17]#[N:18])=[CH:15][CH:16]=2)=[CH:7][CH:6]=1)#[N:1], predict the reactants needed to synthesize it. The reactants are: [NH2:1][C:2](=O)[C@@H:3]([NH:19][C:20]([C:22]1([NH:28][C:29](=[O:35])[O:30][C:31]([CH3:34])([CH3:33])[CH3:32])[CH2:27][CH2:26][O:25][CH2:24][CH2:23]1)=[O:21])[CH2:4][C:5]1[CH:10]=[CH:9][C:8]([C:11]2[CH:16]=[CH:15][C:14]([C:17]#[N:18])=[CH:13][CH:12]=2)=[CH:7][CH:6]=1.CC[N+](S(N=C(OC)[O-])(=O)=O)(CC)CC.